Dataset: Catalyst prediction with 721,799 reactions and 888 catalyst types from USPTO. Task: Predict which catalyst facilitates the given reaction. (1) Reactant: [NH2:1][C:2]1[CH:7]=[C:6]([Br:8])[N:5]=[CH:4][C:3]=1/[CH:9]=[CH:10]/[C:11](=O)[CH3:12].C[S-].[Na+].IC. The catalyst class is: 8. Product: [Br:8][C:6]1[CH:7]=[C:2]2[C:3]([CH:9]=[CH:10][C:11]([CH3:12])=[N:1]2)=[CH:4][N:5]=1. (2) Reactant: Cl[C:2]1C=C(C=C(OC(C)C)C=1OC)C(O)=O.[CH2:17]([O:24][C:25]1[C:43]([O:44][CH:45]2[CH2:50]CCC[CH2:46]2)=[CH:42][C:28]([C:29]([NH:31][C:32]2[CH:41]=[CH:40][C:35]([C:36]([O:38][CH3:39])=[O:37])=[CH:34][CH:33]=2)=[O:30])=[CH:27][C:26]=1[Cl:51])C1C=CC=CC=1.C(P1(=O)OP(CCC)(=O)OP(CCC)(=O)O1)CC. Product: [Cl:51][C:26]1[CH:27]=[C:28]([CH:42]=[C:43]([O:44][CH:45]([CH3:46])[CH3:50])[C:25]=1[O:24][CH3:17])[C:29]([NH:31][C:32]1[CH:33]=[CH:34][C:35]([C:36]([O:38][CH3:39])=[O:37])=[C:40]([CH3:2])[CH:41]=1)=[O:30]. The catalyst class is: 795. (3) Reactant: [CH3:1][NH:2][C:3]1[CH:8]=[CH:7][C:6]([CH:9]2[CH2:27][N:13]3[C:14](=[O:26])[NH:15][C:16]4[CH:17]=[C:18]([C:22]([O:24][CH3:25])=[O:23])[CH:19]=[CH:20][C:21]=4[C:12]3=[N:11][CH2:10]2)=[CH:5][CH:4]=1.[F:28][C:29]1[CH:34]=[CH:33][C:32]([C:35]([F:38])([F:37])[F:36])=[CH:31][C:30]=1[N:39]=[C:40]=[O:41]. Product: [F:28][C:29]1[CH:34]=[CH:33][C:32]([C:35]([F:38])([F:37])[F:36])=[CH:31][C:30]=1[NH:39][C:40]([N:2]([CH3:1])[C:3]1[CH:8]=[CH:7][C:6]([CH:9]2[CH2:27][N:13]3[C:14](=[O:26])[NH:15][C:16]4[CH:17]=[C:18]([C:22]([O:24][CH3:25])=[O:23])[CH:19]=[CH:20][C:21]=4[C:12]3=[N:11][CH2:10]2)=[CH:5][CH:4]=1)=[O:41]. The catalyst class is: 1. (4) Reactant: [C:1]([Si:5]([CH3:20])([CH3:19])[O:6][CH:7]1[CH2:12][CH2:11][CH:10]([N:13]2[CH:17]=[C:16](I)[CH:15]=[N:14]2)[CH2:9][CH2:8]1)([CH3:4])([CH3:3])[CH3:2].C([Mg]Cl)(C)C.CO[B:28]1[O:32][C:31]([CH3:34])([CH3:33])[C:30]([CH3:36])([CH3:35])[O:29]1.[NH4+].[Cl-]. Product: [Si:5]([O:6][C@H:7]1[CH2:12][CH2:11][C@H:10]([N:13]2[CH:17]=[C:16]([B:28]3[O:32][C:31]([CH3:34])([CH3:33])[C:30]([CH3:36])([CH3:35])[O:29]3)[CH:15]=[N:14]2)[CH2:9][CH2:8]1)([C:1]([CH3:4])([CH3:3])[CH3:2])([CH3:20])[CH3:19]. The catalyst class is: 1. (5) Reactant: [NH:1]1C=CN=C1.[N:6]1([N:11]=[C:12]2[CH:17]=[CH:16][C:15]([NH:18][C:19](=[O:38])[CH:20]([C:32]3[CH:37]=[CH:36][CH:35]=[CH:34][CH:33]=3)[NH:21][C:22]([NH:24][C:25]3C=[CH:29][C:28]([Br:31])=[CH:27][CH:26]=3)=[S:23])=[CH:14][CH2:13]2)[CH2:10][CH2:9][CH2:8][CH2:7]1. Product: [N:6]1([N:11]=[C:12]2[CH:17]=[CH:16][C:15]([NH:18][C:19](=[O:38])[CH:20]([C:32]3[CH:37]=[CH:36][CH:35]=[CH:34][CH:33]=3)[NH:21][C:22]([NH:24][C:25]3[CH:26]=[CH:27][C:28]([Br:31])=[CH:29][N:1]=3)=[S:23])=[CH:14][CH2:13]2)[CH2:10][CH2:9][CH2:8][CH2:7]1. The catalyst class is: 1. (6) Reactant: [CH3:1][N:2]([CH3:20])[C:3]1([C:14]2[S:15][C:16]([CH3:19])=[CH:17][CH:18]=2)[CH2:13][CH2:12][C:6]2([CH2:10][CH2:9][NH:8][C:7]2=O)[CH2:5][CH2:4]1.[H-].[Al+3].[Li+].[H-].[H-].[H-].O.[OH-].[Na+]. Product: [CH3:1][N:2]([CH3:20])[C:3]1([C:14]2[S:15][C:16]([CH3:19])=[CH:17][CH:18]=2)[CH2:4][CH2:5][C:6]2([CH2:10][CH2:9][NH:8][CH2:7]2)[CH2:12][CH2:13]1. The catalyst class is: 7. (7) Reactant: [Br:1][C:2]1[S:6][C:5]([CH3:7])=[N:4][C:3]=1[C:8]1[CH:13]=[CH:12][C:11]([OH:14])=[CH:10][CH:9]=1.C([O-])([O-])=O.[K+].[K+].I[CH:22]([CH3:24])[CH3:23]. Product: [Br:1][C:2]1[S:6][C:5]([CH3:7])=[N:4][C:3]=1[C:8]1[CH:13]=[CH:12][C:11]([O:14][CH:22]([CH3:24])[CH3:23])=[CH:10][CH:9]=1. The catalyst class is: 21. (8) The catalyst class is: 12. Product: [ClH:20].[ClH:20].[N:14]1([CH:13]2[CH2:12][CH2:11][O:10][CH2:9][CH:8]2[NH2:7])[CH2:15][CH2:16][CH2:17][CH2:18]1. Reactant: C(OC(=O)[NH:7][C@H:8]1[C@H:13]([N:14]2[CH2:18][CH2:17][CH2:16][CH2:15]2)[CH2:12][CH2:11][O:10][CH2:9]1)(C)(C)C.[ClH:20]. (9) Reactant: [CH2:1]([C:3]1[C:8]([C:9]#[N:10])=[C:7]([O:11][CH3:12])[N:6]=[C:5]([CH3:13])[CH:4]=1)[CH3:2].[Li+].C[Si]([N-][Si](C)(C)C)(C)C.Br[CH2:25][CH:26]=[CH2:27]. Product: [CH3:12][O:11][C:7]1[N:6]=[C:5]([CH3:13])[CH:4]=[C:3]([CH:1]([CH2:27][CH:26]=[CH2:25])[CH3:2])[C:8]=1[C:9]#[N:10]. The catalyst class is: 1.